From a dataset of Full USPTO retrosynthesis dataset with 1.9M reactions from patents (1976-2016). Predict the reactants needed to synthesize the given product. (1) Given the product [CH3:16][N:15]1[C:11]([C:8]2[CH:9]=[C:10]3[C:5](=[CH:6][CH:7]=2)[N:4]([CH3:21])[C:3](=[O:19])[C:2]3([CH3:20])[CH3:1])=[CH:12][CH:13]=[C:14]1[C:17]#[N:18], predict the reactants needed to synthesize it. The reactants are: [CH3:1][C:2]1([CH3:20])[C:10]2[C:5](=[CH:6][CH:7]=[C:8]([C:11]3[N:15]([CH3:16])[C:14]([C:17]#[N:18])=[CH:13][CH:12]=3)[CH:9]=2)[NH:4][C:3]1=[O:19].[CH3:21]C(C)([O-])C.[K+].IC. (2) Given the product [Br:29][C:27]1[CH:28]=[C:23]([C@:5]2([CH3:22])[CH:4]([CH2:1][CH2:2][OH:32])[S:9](=[O:11])(=[O:10])[C:8]([CH3:12])([CH3:13])[C:7]([NH:14][C:15](=[O:21])[O:16][C:17]([CH3:19])([CH3:20])[CH3:18])=[N:6]2)[C:24]([F:30])=[N:25][CH:26]=1, predict the reactants needed to synthesize it. The reactants are: [CH2:1]([CH:4]1[S:9](=[O:11])(=[O:10])[C:8]([CH3:13])([CH3:12])[C:7]([NH:14][C:15](=[O:21])[O:16][C:17]([CH3:20])([CH3:19])[CH3:18])=[N:6][C@@:5]1([C:23]1[C:24]([F:30])=[N:25][CH:26]=[C:27]([Br:29])[CH:28]=1)[CH3:22])[CH:2]=C.C(=O)(O)[O-:32].[Na+].[BH4-].[Na+]. (3) Given the product [NH2:16][C:14]1[C:13]2[N:17]=[C:20]([C:21]([O:23][CH3:24])=[O:22])[C:25](=[O:26])[NH:18][C:12]=2[N:11]=[C:10]([S:9][CH2:2][C:3]2[CH:8]=[CH:7][CH:6]=[CH:5][CH:4]=2)[N:15]=1, predict the reactants needed to synthesize it. The reactants are: [Na].[CH2:2]([S:9][C:10]1[N:15]=[C:14]([NH2:16])[C:13]([NH2:17])=[C:12]([NH2:18])[N:11]=1)[C:3]1[CH:8]=[CH:7][CH:6]=[CH:5][CH:4]=1.O=[C:20]([C:25](OC)=[O:26])[C:21]([O:23][CH3:24])=[O:22].Cl. (4) Given the product [C:1]1([C:7]2[CH:16]=[CH:15][CH:14]=[C:13]3[C:8]=2[C:9]([NH:35][CH2:36][C:37]2[CH:27]=[CH:28][CH:29]=[CH:30][N:31]=2)=[N:10][C:11]([C:17]2([CH3:25])[CH2:18][O:19][C:20]([CH3:24])([CH3:23])[O:21][CH2:22]2)=[N:12]3)[CH:2]=[CH:3][CH:4]=[CH:5][CH:6]=1, predict the reactants needed to synthesize it. The reactants are: [C:1]1([C:7]2[CH:16]=[CH:15][CH:14]=[C:13]3[C:8]=2[C:9](=O)[NH:10][C:11]([C:17]2([CH3:25])[CH2:22][O:21][C:20]([CH3:24])([CH3:23])[O:19][CH2:18]2)=[N:12]3)[CH:6]=[CH:5][CH:4]=[CH:3][CH:2]=1.[CH2:27]1[CH2:37][CH2:36][N:35]2[C:30](=[N:31]CCC2)[CH2:29][CH2:28]1.CN([P+](ON1N=NC2C=CC=CC1=2)(N(C)C)N(C)C)C.F[P-](F)(F)(F)(F)F.NCC1C=CC=CN=1. (5) Given the product [CH:1]1([N:5]2[C:13]3[C:8](=[CH:9][C:10]([Br:14])=[CH:11][N:12]=3)[C:7]([C:20]#[N:19])=[CH:6]2)[CH2:2][CH2:3][CH2:4]1, predict the reactants needed to synthesize it. The reactants are: [CH:1]1([N:5]2[C:13]3[C:8](=[CH:9][C:10]([Br:14])=[CH:11][N:12]=3)[CH:7]=[CH:6]2)[CH2:4][CH2:3][CH2:2]1.ClS([N:19]=[C:20]=O)(=O)=O. (6) Given the product [CH2:1]([O:8][C:9]1[CH:14]=[CH:13][C:12]([N:15]2[CH:28]=[C:23]([O:24][CH3:25])[C:22](=[O:26])[C:17]([C:18]([O:20][CH3:21])=[O:19])=[N:16]2)=[C:11]([F:27])[CH:10]=1)[C:2]1[CH:3]=[CH:4][CH:5]=[CH:6][CH:7]=1, predict the reactants needed to synthesize it. The reactants are: [CH2:1]([O:8][C:9]1[CH:14]=[CH:13][C:12]([NH:15][N:16]=[C:17]([C:22](=[O:26])[CH2:23][O:24][CH3:25])[C:18]([O:20][CH3:21])=[O:19])=[C:11]([F:27])[CH:10]=1)[C:2]1[CH:7]=[CH:6][CH:5]=[CH:4][CH:3]=1.[CH3:28]OC(OC)N(C)C. (7) Given the product [F:20][C:21]1([F:29])[CH2:26][CH2:25][CH2:24][CH:23]([CH2:27][NH:28][C:16]([C:4]2[C:3]3[C:7](=[CH:8][CH:9]=[CH:10][C:2]=3[Cl:1])[N:6]([CH2:11][CH2:12][CH:13]([F:14])[F:15])[CH:5]=2)=[O:18])[CH2:22]1, predict the reactants needed to synthesize it. The reactants are: [Cl:1][C:2]1[CH:10]=[CH:9][CH:8]=[C:7]2[C:3]=1[C:4]([C:16]([OH:18])=O)=[CH:5][N:6]2[CH2:11][CH2:12][CH:13]([F:15])[F:14].Cl.[F:20][C:21]1([F:29])[CH2:26][CH2:25][CH2:24][CH:23]([CH2:27][NH2:28])[CH2:22]1.CCN(CC)CC.C(Cl)CCl.N1(O)C2C=CC=CC=2N=N1. (8) Given the product [C:3]([C@@H:4]1[C@@H:8]([C:9]2[CH:14]=[CH:13][C:12]([F:15])=[CH:11][CH:10]=2)[CH2:7][N:6]([S:16]([C:19]2[N:20]=[CH:21][N:22]([CH3:24])[CH:23]=2)(=[O:17])=[O:18])[CH2:5]1)#[CH:2], predict the reactants needed to synthesize it. The reactants are: Br[C:2](Br)=[CH:3][C@H:4]1[C@H:8]([C:9]2[CH:14]=[CH:13][C:12]([F:15])=[CH:11][CH:10]=2)[CH2:7][N:6]([S:16]([C:19]2[N:20]=[CH:21][N:22]([CH3:24])[CH:23]=2)(=[O:18])=[O:17])[CH2:5]1.C([Li])CCC.